From a dataset of Peptide-MHC class I binding affinity with 185,985 pairs from IEDB/IMGT. Regression. Given a peptide amino acid sequence and an MHC pseudo amino acid sequence, predict their binding affinity value. This is MHC class I binding data. (1) The peptide sequence is TEYDDHINL. The MHC is H-2-Kb with pseudo-sequence H-2-Kb. The binding affinity (normalized) is 0.198. (2) The peptide sequence is QLWKGPGELL. The MHC is HLA-B27:05 with pseudo-sequence HLA-B27:05. The binding affinity (normalized) is 0. (3) The peptide sequence is FFASFYYIWK. The MHC is HLA-A33:01 with pseudo-sequence HLA-A33:01. The binding affinity (normalized) is 0.620. (4) The peptide sequence is FSFGGFTFK. The MHC is HLA-C04:01 with pseudo-sequence HLA-C04:01. The binding affinity (normalized) is 0.213. (5) The binding affinity (normalized) is 0.0847. The peptide sequence is AESICSYWL. The MHC is HLA-A25:01 with pseudo-sequence HLA-A25:01. (6) The peptide sequence is WRWKSQVTI. The MHC is HLA-A26:01 with pseudo-sequence HLA-A26:01. The binding affinity (normalized) is 0.0847.